This data is from Retrosynthesis with 50K atom-mapped reactions and 10 reaction types from USPTO. The task is: Predict the reactants needed to synthesize the given product. Given the product CCOC(=O)C(C)(CCC(C)C)CNC1CCCC1, predict the reactants needed to synthesize it. The reactants are: CCOC(=O)C(C)(C=O)CCC(C)C.NC1CCCC1.